Dataset: Reaction yield outcomes from USPTO patents with 853,638 reactions. Task: Predict the reaction yield, written as a fraction of the theoretical maximum amount of product (1.0 means a 100% yield; for example, 0.34 means a 34% yield). (1) The reactants are [CH3:1][O:2][C:3]1[CH:12]=[CH:11][C:6]2[N:7]=[C:8]([NH2:10])[S:9][C:5]=2[CH:4]=1.Br[CH2:14][C:15]([C:17]1[CH:22]=[CH:21][C:20]([N:23]2[CH2:27][CH2:26][CH2:25][CH2:24]2)=[CH:19][CH:18]=1)=O. No catalyst specified. The product is [N:23]1([C:20]2[CH:21]=[CH:22][C:17]([C:15]3[N:10]=[C:8]4[N:7]([CH:14]=3)[C:6]3[CH:11]=[CH:12][C:3]([O:2][CH3:1])=[CH:4][C:5]=3[S:9]4)=[CH:18][CH:19]=2)[CH2:24][CH2:25][CH2:26][CH2:27]1. The yield is 0.840. (2) The reactants are Cl[C:2]1[C:11]2[C:6](=[CH:7][C:8]([O:14][CH3:15])=[C:9]([O:12][CH3:13])[CH:10]=2)[N:5]=[CH:4][CH:3]=1.[Cl:16][C:17]1[CH:38]=[CH:37][C:20]([CH2:21][N:22]2[C:27](=[O:28])[C:26]([C:29]3[CH:34]=[CH:33][C:32]([OH:35])=[C:31]([F:36])[CH:30]=3)=[CH:25][N:24]=[CH:23]2)=[C:19]([F:39])[CH:18]=1. No catalyst specified. The product is [Cl:16][C:17]1[CH:38]=[CH:37][C:20]([CH2:21][N:22]2[C:27](=[O:28])[C:26]([C:29]3[CH:34]=[CH:33][C:32]([O:35][C:2]4[C:11]5[C:6](=[CH:7][C:8]([O:14][CH3:15])=[C:9]([O:12][CH3:13])[CH:10]=5)[N:5]=[CH:4][CH:3]=4)=[C:31]([F:36])[CH:30]=3)=[CH:25][N:24]=[CH:23]2)=[C:19]([F:39])[CH:18]=1. The yield is 0.0700. (3) The reactants are [Br:1][C:2]1[CH:7]=[CH:6][C:5]([C:8](=[O:14])[CH2:9][CH2:10][C:11]([OH:13])=[O:12])=[CH:4][CH:3]=1.OS(O)(=O)=O.[CH3:20]O. No catalyst specified. The product is [Br:1][C:2]1[CH:3]=[CH:4][C:5]([C:8](=[O:14])[CH2:9][CH2:10][C:11]([O:13][CH3:20])=[O:12])=[CH:6][CH:7]=1. The yield is 0.890. (4) The reactants are Br[CH2:2][C:3]1[CH:8]=[CH:7][C:6]([C:9]2[CH:13]=[C:12]([C:14]([NH2:16])=[O:15])[O:11][N:10]=2)=[CH:5][CH:4]=1.[Cl:17][C:18]1[CH:23]=[CH:22][C:21]([OH:24])=[CH:20][CH:19]=1.C([O-])([O-])=O.[K+].[K+]. The catalyst is CC#N. The product is [Cl:17][C:18]1[CH:23]=[CH:22][C:21]([O:24][CH2:2][C:3]2[CH:8]=[CH:7][C:6]([C:9]3[CH:13]=[C:12]([C:14]([NH2:16])=[O:15])[O:11][N:10]=3)=[CH:5][CH:4]=2)=[CH:20][CH:19]=1. The yield is 0.820. (5) The reactants are [CH2:1]([N:3]1[CH2:8][C:7]([CH3:10])([CH3:9])[O:6][C:5](=[O:11])[CH:4]1[CH2:12][C:13]([OH:15])=O)[CH3:2].C(N(C(C)C)CC)(C)C.CN(C(ON1N=NC2C=CC=NC1=2)=[N+](C)C)C.F[P-](F)(F)(F)(F)F.[S:49]1[C:53]2[CH:54]=[CH:55][C:56]([NH2:58])=[CH:57][C:52]=2[N:51]=[CH:50]1. The catalyst is CN(C=O)C. The product is [S:49]1[C:53]2[CH:54]=[CH:55][C:56]([NH:58][C:13](=[O:15])[CH2:12][CH:4]3[C:5](=[O:11])[O:6][C:7]([CH3:9])([CH3:10])[CH2:8][N:3]3[CH2:1][CH3:2])=[CH:57][C:52]=2[N:51]=[CH:50]1. The yield is 0.800. (6) The reactants are [N:1]([O-:3])=[O:2].[Na+].[CH:5]1([C:8]2[C:17]3[C:12](=[CH:13][CH:14]=[CH:15][CH:16]=3)[CH:11]=[CH:10][CH:9]=2)[CH2:7][CH2:6]1.O. The catalyst is C(OCC)(=O)C. The product is [CH:5]1([C:8]2[C:17]3[C:12](=[CH:13][CH:14]=[CH:15][CH:16]=3)[C:11]([N+:1]([O-:3])=[O:2])=[CH:10][CH:9]=2)[CH2:7][CH2:6]1. The yield is 0.640.